This data is from Forward reaction prediction with 1.9M reactions from USPTO patents (1976-2016). The task is: Predict the product of the given reaction. (1) Given the reactants CC(OC([N:8]1[CH2:13][CH2:12][C:11](=[C:14]([C:28]2[CH:33]=[CH:32][CH:31]=[CH:30][C:29]=2[NH2:34])[C:15]2[CH:20]=[CH:19][C:18]([C:21]([N:23]([CH2:26][CH3:27])[CH2:24][CH3:25])=[O:22])=[CH:17][CH:16]=2)[CH2:10][CH2:9]1)=O)(C)C.Br[C:36]1[CH:41]=[CH:40][CH:39]=[CH:38][CH:37]=1.CC([O-])(C)C.[Na+].C(O)(C(F)(F)F)=O, predict the reaction product. The product is: [CH2:24]([N:23]([CH2:26][CH3:27])[C:21](=[O:22])[C:18]1[CH:19]=[CH:20][C:15]([C:14]([C:28]2[CH:33]=[CH:32][CH:31]=[CH:30][C:29]=2[NH:34][C:36]2[CH:41]=[CH:40][CH:39]=[CH:38][CH:37]=2)=[C:11]2[CH2:12][CH2:13][NH:8][CH2:9][CH2:10]2)=[CH:16][CH:17]=1)[CH3:25]. (2) Given the reactants Br[C:2]1[CH:10]=[CH:9][CH:8]=[C:7]2[C:3]=1[C:4](=[O:12])[C:5](=[O:11])[NH:6]2.O1C2=CC3C(=O)C(=O)NC=3C=C2OCC1.Br[CH:29]([C:36]1[CH:41]=[CH:40][CH:39]=[CH:38][CH:37]=1)[C:30]1[CH:35]=[CH:34][CH:33]=[CH:32][CH:31]=1.[Br:42]CC1OC(C(F)(F)F)=CC=1, predict the reaction product. The product is: [Br:42][C:33]1[CH:34]=[CH:35][C:30]([CH:29]([N:6]2[C:7]3[C:3](=[CH:2][CH:10]=[CH:9][CH:8]=3)[C:4](=[O:12])[C:5]2=[O:11])[C:36]2[CH:41]=[CH:40][CH:39]=[CH:38][CH:37]=2)=[CH:31][CH:32]=1. (3) Given the reactants [C:1]([O:5][C:6]([NH:8][CH:9]([CH2:13][CH:14]=[CH2:15])[C:10]([OH:12])=[O:11])=[O:7])([CH3:4])([CH3:3])[CH3:2].[C:16](=O)([O-])[O-].[K+].[K+].IC, predict the reaction product. The product is: [C:1]([O:5][C:6]([NH:8][CH:9]([CH2:13][CH:14]=[CH2:15])[C:10]([O:12][CH3:16])=[O:11])=[O:7])([CH3:4])([CH3:3])[CH3:2].